From a dataset of Forward reaction prediction with 1.9M reactions from USPTO patents (1976-2016). Predict the product of the given reaction. (1) Given the reactants [Br:1][C:2]1[CH:3]=[C:4]2[C:34](=[CH:35][CH:36]=1)[C:7]1=[CH:8][C:9]3[C:10]([C:28]4[CH:33]=[CH:32][CH:31]=[CH:30][CH:29]=4)(O)[C:11]4[CH:12]=[CH:13][CH:14]=[CH:15][C:16]=4[C:17]([C:21]4[CH:26]=[CH:25][CH:24]=[CH:23][CH:22]=4)(O)[C:18]=3[CH:19]=[C:6]1[C:5]2([CH3:38])[CH3:37].[I-].[K+].[PH2]([O-])=O.[Na+], predict the reaction product. The product is: [Br:1][C:2]1[CH:3]=[C:4]2[C:34](=[CH:35][CH:36]=1)[C:7]1=[CH:8][C:9]3[C:10]([C:28]4[CH:29]=[CH:30][CH:31]=[CH:32][CH:33]=4)=[C:11]4[C:16](=[C:17]([C:21]5[CH:26]=[CH:25][CH:24]=[CH:23][CH:22]=5)[C:18]=3[CH:19]=[C:6]1[C:5]2([CH3:38])[CH3:37])[CH:15]=[CH:14][CH:13]=[CH:12]4. (2) Given the reactants CS[C:3]1[CH:8]=[CH:7][CH:6]=[CH:5][C:4]=1[OH:9].O[O:11][S:12]([O-:14])=O.[K+].[CH3:16]C(C)=O, predict the reaction product. The product is: [CH3:16][S:12]([C:3]1[CH:8]=[CH:7][CH:6]=[CH:5][C:4]=1[OH:9])(=[O:14])=[O:11]. (3) Given the reactants [Si:1]([O:8][CH:9]([CH2:20][O:21][C:22]1[CH:27]=[CH:26][CH:25]=[C:24]([C:28]2[N:33]=[C:32](Cl)[C:31]([CH3:35])=[C:30]([Cl:36])[N:29]=2)[CH:23]=1)[CH2:10][N:11]([CH3:19])[C:12](=[O:18])[O:13][C:14]([CH3:17])([CH3:16])[CH3:15])([C:4]([CH3:7])([CH3:6])[CH3:5])([CH3:3])[CH3:2].C(N(CC)CC)C.[O:44]1[CH2:49][CH2:48][CH:47]([NH2:50])[CH2:46][CH2:45]1, predict the reaction product. The product is: [C:4]([Si:1]([CH3:3])([CH3:2])[O:8][CH:9]([CH2:20][O:21][C:22]1[CH:27]=[CH:26][CH:25]=[C:24]([C:28]2[N:29]=[C:30]([Cl:36])[C:31]([CH3:35])=[C:32]([NH:50][CH:47]3[CH2:48][CH2:49][O:44][CH2:45][CH2:46]3)[N:33]=2)[CH:23]=1)[CH2:10][N:11]([CH3:19])[C:12](=[O:18])[O:13][C:14]([CH3:15])([CH3:16])[CH3:17])([CH3:7])([CH3:5])[CH3:6]. (4) Given the reactants [Cl:1][C:2]1[CH:3]=[CH:4][C:5]([O:29][CH:30]([F:32])[F:31])=[C:6]([C:8]2[C:12]([NH:13][C:14]([C:16]3[CH:17]=[N:18][N:19]4[CH:24]=[CH:23][CH:22]=[N:21][C:20]=34)=[O:15])=[CH:11][N:10]([CH2:25][C:26](O)=[O:27])[N:9]=2)[CH:7]=1.CN(C(ON1N=NC2C=CC=NC1=2)=[N+](C)C)C.F[P-](F)(F)(F)(F)F.CCN(C(C)C)C(C)C.Cl.[NH:67]1[CH2:72][CH2:71][CH:70]([N:73]2[CH2:78][CH2:77][O:76][CH2:75][CH2:74]2)[CH2:69][CH2:68]1, predict the reaction product. The product is: [Cl:1][C:2]1[CH:3]=[CH:4][C:5]([O:29][CH:30]([F:32])[F:31])=[C:6]([C:8]2[C:12]([NH:13][C:14]([C:16]3[CH:17]=[N:18][N:19]4[CH:24]=[CH:23][CH:22]=[N:21][C:20]=34)=[O:15])=[CH:11][N:10]([CH2:25][C:26]([N:67]3[CH2:72][CH2:71][CH:70]([N:73]4[CH2:78][CH2:77][O:76][CH2:75][CH2:74]4)[CH2:69][CH2:68]3)=[O:27])[N:9]=2)[CH:7]=1. (5) Given the reactants [CH2:1]([O:3][C:4]1[CH:9]=[CH:8][CH:7]=[CH:6][C:5]=1[C:10]1[NH:15][C:14](=[O:16])[C:13]2=[C:17]([CH3:29])[N:18]=[C:19]([CH2:20][CH2:21][CH2:22][CH2:23][CH2:24][CH2:25][CH2:26][CH2:27][CH3:28])[N:12]2[N:11]=1)[CH3:2].[S:30]([Cl:34])(=O)(=[O:32])[OH:31].S(Cl)(Cl)(=O)=O, predict the reaction product. The product is: [CH2:1]([O:3][C:4]1[CH:9]=[CH:8][C:7]([S:30]([Cl:34])(=[O:32])=[O:31])=[CH:6][C:5]=1[C:10]1[NH:15][C:14](=[O:16])[C:13]2=[C:17]([CH3:29])[N:18]=[C:19]([CH2:20][CH2:21][CH2:22][CH2:23][CH2:24][CH2:25][CH2:26][CH2:27][CH3:28])[N:12]2[N:11]=1)[CH3:2]. (6) Given the reactants [Cl-].O[NH3+:3].[C:4](=[O:7])([O-])[OH:5].[Na+].CS(C)=O.[S:13]1[C:17]2[CH:18]=[CH:19][CH:20]=[CH:21][C:16]=2[CH:15]=[C:14]1[CH2:22][N:23]1[C:28](=[O:29])[C:27]([CH2:30][C:31]2[CH:36]=[CH:35][C:34]([C:37]3[C:38]([C:43]#[N:44])=[CH:39][CH:40]=[CH:41][CH:42]=3)=[CH:33][CH:32]=2)=[C:26]([CH2:45][CH2:46][CH2:47][CH3:48])[N:25]=[C:24]1[CH3:49], predict the reaction product. The product is: [S:13]1[C:17]2[CH:18]=[CH:19][CH:20]=[CH:21][C:16]=2[CH:15]=[C:14]1[CH2:22][N:23]1[C:28](=[O:29])[C:27]([CH2:30][C:31]2[CH:36]=[CH:35][C:34]([C:37]3[CH:42]=[CH:41][CH:40]=[CH:39][C:38]=3[C:43]3[NH:3][C:4](=[O:7])[O:5][N:44]=3)=[CH:33][CH:32]=2)=[C:26]([CH2:45][CH2:46][CH2:47][CH3:48])[N:25]=[C:24]1[CH3:49]. (7) Given the reactants Cl[C:2]1[C:7]([C:8]([CH3:10])=[CH2:9])=[C:6]([O:11][CH2:12][CH2:13][Si:14]([CH3:17])([CH3:16])[CH3:15])[N:5]=[C:4]([O:18][CH2:19][CH2:20][Si:21]([CH3:24])([CH3:23])[CH3:22])[N:3]=1.C([CH2:27][C:28]1[CH:29]=[C:30]([CH:33]=[C:34]([CH3:36])[CH:35]=1)[C:31]#[N:32])#N.[H-].[Na+].CN(C=[O:43])C, predict the reaction product. The product is: [C:8]([C:7]1[C:2]([C:27]([C:28]2[CH:29]=[C:30]([CH:33]=[C:34]([CH3:36])[CH:35]=2)[C:31]#[N:32])=[O:43])=[N:3][C:4]([O:18][CH2:19][CH2:20][Si:21]([CH3:24])([CH3:23])[CH3:22])=[N:5][C:6]=1[O:11][CH2:12][CH2:13][Si:14]([CH3:17])([CH3:16])[CH3:15])([CH3:10])=[CH2:9].